Dataset: Reaction yield outcomes from USPTO patents with 853,638 reactions. Task: Predict the reaction yield, written as a fraction of the theoretical maximum amount of product (1.0 means a 100% yield; for example, 0.34 means a 34% yield). (1) The reactants are [Cl:1][C:2]1[C:3]([C:23](OCC)=[O:24])=[C:4]([CH3:22])[N:5]([S:13]([C:16]2[CH:21]=[CH:20][CH:19]=[CH:18][CH:17]=2)(=[O:15])=[O:14])[C:6]=1[C:7]1[CH:12]=[CH:11][CH:10]=[CH:9][CH:8]=1.[H-].C([Al+]CC(C)C)C(C)C.C[N+]1([O-])CCOCC1. The catalyst is C1(C)C=CC=CC=1.[Ru]([O-])(=O)(=O)=O.C([N+](CCC)(CCC)CCC)CC. The product is [Cl:1][C:2]1[C:3]([CH:23]=[O:24])=[C:4]([CH3:22])[N:5]([S:13]([C:16]2[CH:17]=[CH:18][CH:19]=[CH:20][CH:21]=2)(=[O:15])=[O:14])[C:6]=1[C:7]1[CH:8]=[CH:9][CH:10]=[CH:11][CH:12]=1. The yield is 0.550. (2) The reactants are [NH:1]1[C:5]2=[N:6][CH:7]=[CH:8][CH:9]=[C:4]2[CH:3]=[CH:2]1.[Br:10][C:11]1[CH:19]=[CH:18][C:14]([C:15](Cl)=[O:16])=[CH:13][N:12]=1.[Cl-].[Cl-].[Cl-].[Al+3]. The catalyst is ClCCl. The product is [Br:10][C:11]1[N:12]=[CH:13][C:14]([C:15]([C:3]2[C:4]3[C:5](=[N:6][CH:7]=[CH:8][CH:9]=3)[NH:1][CH:2]=2)=[O:16])=[CH:18][CH:19]=1. The yield is 0.110. (3) The catalyst is CS(C)=O. The yield is 0.650. The product is [CH3:1][O:2][C:3]1[CH:8]=[CH:7][C:6]([CH2:9][NH:10][C:12]2[CH:13]=[CH:14][C:15]3[N:16]([CH:18]=[C:19]([CH3:21])[N:20]=3)[N:17]=2)=[CH:5][CH:4]=1. The reactants are [CH3:1][O:2][C:3]1[CH:8]=[CH:7][C:6]([CH2:9][NH2:10])=[CH:5][CH:4]=1.Cl[C:12]1[CH:13]=[CH:14][C:15]2[N:16]([CH:18]=[C:19]([CH3:21])[N:20]=2)[N:17]=1. (4) The reactants are [NH2:1][CH:2]1[C:11]2[C:6](=[CH:7][CH:8]=[C:9]([NH:12][C:13]([C:15]3[C:24](=[O:25])[C:23]4[C:18](=[CH:19][CH:20]=[CH:21][CH:22]=4)[NH:17][CH:16]=3)=[O:14])[CH:10]=2)[CH2:5][CH2:4][CH2:3]1.CCN(C(C)C)C(C)C.Cl[C:36]([O:38][CH3:39])=[O:37].N1CCCCC1. The catalyst is CO. The product is [CH3:39][O:38][C:36]([NH:1][CH:2]1[C:11]2[C:6](=[CH:7][CH:8]=[C:9]([NH:12][C:13]([C:15]3[C:24](=[O:25])[C:23]4[C:18](=[CH:19][CH:20]=[CH:21][CH:22]=4)[NH:17][CH:16]=3)=[O:14])[CH:10]=2)[CH2:5][CH2:4][CH2:3]1)=[O:37]. The yield is 0.350. (5) The reactants are [OH:1][C:2]1[C:3](=[O:17])[NH:4][C:5](=[O:16])[N:6]([CH2:8][CH2:9][C:10]2[CH:15]=[CH:14][CH:13]=[CH:12][CH:11]=2)[N:7]=1.[CH3:18][OH:19]. The catalyst is C(OCC)(=O)C. The product is [OH:1][C:2]1[C:3](=[O:17])[NH:4][C:5](=[O:16])[N:6]([CH2:8][CH2:9][C:10]2[CH:15]=[CH:14][CH:13]=[C:12]([O:19][CH3:18])[CH:11]=2)[N:7]=1. The yield is 0.630. (6) The reactants are Br[C:2]1[N:3]=[C:4]([NH:10][C:11]2[CH:12]=[N:13][N:14]([CH2:16][CH3:17])[CH:15]=2)[C:5](=[O:9])[N:6]([CH3:8])[CH:7]=1.C([O:21][CH2:22][C:23]1[C:28](B2OC(C)(C)C(C)(C)O2)=[CH:27][CH:26]=[CH:25][C:24]=1[N:38]1[CH2:46][C:45]2[C:40](=[CH:41][CH:42]=[C:43]([C:47]([CH3:50])([CH3:49])[CH3:48])[CH:44]=2)[C:39]1=[O:51])(=O)C. No catalyst specified. The product is [C:47]([C:43]1[CH:44]=[C:45]2[C:40](=[CH:41][CH:42]=1)[C:39](=[O:51])[N:38]([C:24]1[CH:25]=[CH:26][CH:27]=[C:28]([C:2]3[N:3]=[C:4]([NH:10][C:11]4[CH:12]=[N:13][N:14]([CH2:16][CH3:17])[CH:15]=4)[C:5](=[O:9])[N:6]([CH3:8])[CH:7]=3)[C:23]=1[CH2:22][OH:21])[CH2:46]2)([CH3:50])([CH3:48])[CH3:49]. The yield is 0.480.